From a dataset of Catalyst prediction with 721,799 reactions and 888 catalyst types from USPTO. Predict which catalyst facilitates the given reaction. (1) Reactant: [NH2:1][C:2]1[CH:14]=[CH:13][C:5]2[S:6][C:7]([C:9]([O:11][CH3:12])=[O:10])=[CH:8][C:4]=2[CH:3]=1.[F:15][C:16]([F:27])([F:26])[C:17](O[C:17](=[O:18])[C:16]([F:27])([F:26])[F:15])=[O:18].C(N(CC)CC)C.O1CCCC1. Product: [F:15][C:16]([F:27])([F:26])[C:17]([NH:1][C:2]1[CH:14]=[CH:13][C:5]2[S:6][C:7]([C:9]([O:11][CH3:12])=[O:10])=[CH:8][C:4]=2[CH:3]=1)=[O:18]. The catalyst class is: 310. (2) Reactant: [CH3:1][CH:2]1[CH2:6][CH2:5][NH:4][C:3]1=[O:7].[H-].[Na+].[N+:10]([C:13]1[CH:14]=[C:15]([CH:18]=[CH:19][CH:20]=1)[CH2:16]Br)([O-:12])=[O:11]. Product: [CH3:1][CH:2]1[CH2:6][CH2:5][N:4]([CH2:16][C:15]2[CH:18]=[CH:19][CH:20]=[C:13]([N+:10]([O-:12])=[O:11])[CH:14]=2)[C:3]1=[O:7]. The catalyst class is: 1. (3) Reactant: [CH2:1]([NH:8][OH:9])[C:2]1[CH:7]=[CH:6][CH:5]=[CH:4][CH:3]=1.C(N(CC)CC)C.[CH3:17][C:18]1([CH:22]=[CH:23][C:24](OC)=[O:25])[CH2:21][CH2:20][CH2:19]1. Product: [CH2:1]([N:8]1[CH:22]([C:18]2([CH3:17])[CH2:21][CH2:20][CH2:19]2)[CH2:23][C:24](=[O:25])[O:9]1)[C:2]1[CH:7]=[CH:6][CH:5]=[CH:4][CH:3]=1. The catalyst class is: 46. (4) Reactant: [CH:1]([C:4]1[CH:9]=[CH:8][CH:7]=[C:6]([CH:10]([CH3:12])[CH3:11])[C:5]=1[NH:13][CH:14]=O)([CH3:3])[CH3:2].O=P(Cl)(Cl)Cl.C(N(CC)CC)C. Product: [CH:10]([C:6]1[CH:7]=[CH:8][CH:9]=[C:4]([CH:1]([CH3:3])[CH3:2])[C:5]=1[N+:13]#[C-:14])([CH3:12])[CH3:11]. The catalyst class is: 2.